Dataset: NCI-60 drug combinations with 297,098 pairs across 59 cell lines. Task: Regression. Given two drug SMILES strings and cell line genomic features, predict the synergy score measuring deviation from expected non-interaction effect. (1) Drug 1: C1CC(=O)NC(=O)C1N2C(=O)C3=CC=CC=C3C2=O. Drug 2: COC1=C2C(=CC3=C1OC=C3)C=CC(=O)O2. Cell line: K-562. Synergy scores: CSS=-5.38, Synergy_ZIP=5.78, Synergy_Bliss=7.83, Synergy_Loewe=4.17, Synergy_HSA=0.102. (2) Drug 1: COC1=C2C(=CC3=C1OC=C3)C=CC(=O)O2. Drug 2: CCC1(C2=C(COC1=O)C(=O)N3CC4=CC5=C(C=CC(=C5CN(C)C)O)N=C4C3=C2)O.Cl. Cell line: U251. Synergy scores: CSS=-1.51, Synergy_ZIP=-21.3, Synergy_Bliss=-45.0, Synergy_Loewe=-89.3, Synergy_HSA=-43.5. (3) Drug 1: CN(C)C1=NC(=NC(=N1)N(C)C)N(C)C. Drug 2: C1C(C(OC1N2C=NC3=C2NC=NCC3O)CO)O. Cell line: IGROV1. Synergy scores: CSS=-2.14, Synergy_ZIP=-0.198, Synergy_Bliss=-6.37, Synergy_Loewe=-7.49, Synergy_HSA=-7.62. (4) Drug 2: COC1=C2C(=CC3=C1OC=C3)C=CC(=O)O2. Drug 1: C1CN1P(=S)(N2CC2)N3CC3. Cell line: 786-0. Synergy scores: CSS=8.94, Synergy_ZIP=-2.21, Synergy_Bliss=-1.48, Synergy_Loewe=-5.15, Synergy_HSA=-1.76.